From a dataset of Full USPTO retrosynthesis dataset with 1.9M reactions from patents (1976-2016). Predict the reactants needed to synthesize the given product. (1) Given the product [Cl:37][C:38]1[CH:39]=[C:40]([CH2:63][CH2:64][C:65]#[N:66])[CH:41]=[CH:42][C:43]=1[N:44]1[C:10]2[C:9]3[N:8]=[C:7]([C:30]4[S:29][CH:33]=[CH:32][CH:31]=4)[C:6]([Cl:28])=[CH:5][C:4]=3[CH:3]=[CH:2][C:11]=2[N:46]=[CH:45]1, predict the reactants needed to synthesize it. The reactants are: Br[C:2]1[CH:3]=[C:4]2[C:9](=[CH:10][C:11]=1Cl)[N:8]=[CH:7][C:6]([N+]([O-])=O)=[C:5]2Cl.NC1C=CC(CCC#N)=CC=1[Cl:28].[S:29]1[CH:33]=[CH:32][CH:31]=[C:30]1B(O)O.[Cl:37][C:38]1[CH:39]=[C:40]([CH2:63][CH2:64][C:65]#[N:66])[CH:41]=[CH:42][C:43]=1[N:44]1C2C3C=C(C4SC=CC=4)C(Cl)=CC=3N=CC=2[N:46]=[CH:45]1. (2) The reactants are: [BH4-].[Na+].[C:3]([O:7][C:8](=[O:36])[CH2:9][CH:10]([NH:25][C:26]([O:28][CH2:29][C:30]1[CH:35]=[CH:34][CH:33]=[CH:32][CH:31]=1)=[O:27])[C:11](=[O:24])[CH2:12][O:13][C:14]1[C:19]([F:20])=[C:18]([F:21])[CH:17]=[C:16]([F:22])[C:15]=1[F:23])([CH3:6])([CH3:5])[CH3:4]. Given the product [C:3]([O:7][C:8](=[O:36])[CH2:9][C@H:10]([NH:25][C:26]([O:28][CH2:29][C:30]1[CH:35]=[CH:34][CH:33]=[CH:32][CH:31]=1)=[O:27])[CH:11]([OH:24])[CH2:12][O:13][C:14]1[C:19]([F:20])=[C:18]([F:21])[CH:17]=[C:16]([F:22])[C:15]=1[F:23])([CH3:6])([CH3:4])[CH3:5], predict the reactants needed to synthesize it. (3) Given the product [F:15][C:16]1[CH:17]=[C:18]([N:28]2[CH2:32][C@H:31]([CH2:33][NH2:34])[O:30][C:29]2=[O:43])[CH:19]=[CH:20][C:21]=1[N:22]1[CH2:23][CH2:24][O:25][CH2:26][CH2:27]1.[F:15][C:16]1[CH:17]=[C:18]([N:28]2[CH2:32][C@@H:31]([CH2:33][NH2:34])[O:30][C:29]2=[O:43])[CH:19]=[CH:20][C:21]=1[N:22]1[CH2:23][CH2:24][O:25][CH2:26][CH2:27]1, predict the reactants needed to synthesize it. The reactants are: C1(N)C(F)=C(F)C(F)=C(N)C=1F.Cl.Cl.[F:15][C:16]1[CH:17]=[C:18]([N:28]2[CH2:32][CH:31]([CH2:33][NH:34]C(C3C=CC=CC=3)C)[O:30][C:29]2=[O:43])[CH:19]=[CH:20][C:21]=1[N:22]1[CH2:27][CH2:26][O:25][CH2:24][CH2:23]1. (4) The reactants are: [CH3:1][C:2]1[N:3]=[CH:4][C:5]([CH2:8][NH:9][C:10]([NH:12][C:13]2[CH:18]=[CH:17][C:16]([N:19]3[CH2:24][CH2:23][O:22][CH2:21][CH2:20]3)=[CH:15][CH:14]=2)=[S:11])=[N:6][CH:7]=1.[CH3:25][C:26]([O-])=[O:27].[Na+].BrCC(OCC)=O. Given the product [CH3:1][C:2]1[N:3]=[CH:4][C:5]([CH2:8][N:9]2[C:26](=[O:27])[CH2:25][S:11][C:10]2=[N:12][C:13]2[CH:14]=[CH:15][C:16]([N:19]3[CH2:24][CH2:23][O:22][CH2:21][CH2:20]3)=[CH:17][CH:18]=2)=[N:6][CH:7]=1, predict the reactants needed to synthesize it. (5) Given the product [Cl:22][C:17]1[CH:18]=[CH:19][CH:20]=[CH:21][C:16]=1[C@@H:15]1[O:14][C:13]([CH3:23])([CH3:24])[O:12][C@H:11]1[CH2:10][CH2:9][OH:8], predict the reactants needed to synthesize it. The reactants are: C([Si]([O:8][CH2:9][CH2:10][C@H:11]1[C@H:15]([C:16]2[CH:21]=[CH:20][CH:19]=[CH:18][C:17]=2[Cl:22])[O:14][C:13]([CH3:24])([CH3:23])[O:12]1)(C)C)(C)(C)C.C([Si](OCC[C@@H]1[C@@H](C2C=CC=CC=2Cl)OC(C)(C)O1)(C)C)(C)(C)C.